This data is from Full USPTO retrosynthesis dataset with 1.9M reactions from patents (1976-2016). The task is: Predict the reactants needed to synthesize the given product. (1) Given the product [F:11][C:10]([F:12])([F:13])[CH2:9][O:8][C:6]1[CH:5]=[C:4]([O:14][CH2:15][C:16]([F:19])([F:17])[F:18])[N:3]=[C:2]([N:1]=[C:20]=[S:21])[N:7]=1, predict the reactants needed to synthesize it. The reactants are: [NH2:1][C:2]1[N:7]=[C:6]([O:8][CH2:9][C:10]([F:13])([F:12])[F:11])[CH:5]=[C:4]([O:14][CH2:15][C:16]([F:19])([F:18])[F:17])[N:3]=1.[C:20](Cl)(Cl)=[S:21]. (2) Given the product [CH3:14][O:15][C:16]1[CH:17]=[C:18]([CH2:24][CH2:25][NH:26][C:11](=[O:13])[CH2:10][C:4]2[CH:5]=[CH:6][C:7]([O:8][CH3:9])=[C:2]([F:1])[CH:3]=2)[CH:19]=[CH:20][C:21]=1[O:22][CH3:23], predict the reactants needed to synthesize it. The reactants are: [F:1][C:2]1[CH:3]=[C:4]([CH2:10][C:11]([OH:13])=O)[CH:5]=[CH:6][C:7]=1[O:8][CH3:9].[CH3:14][O:15][C:16]1[CH:17]=[C:18]([CH2:24][CH2:25][NH2:26])[CH:19]=[CH:20][C:21]=1[O:22][CH3:23]. (3) Given the product [N:2]1([CH2:7][C:8]([CH:28]2[NH:27][C@H:26]([C:24]([NH:23][C:20]3[CH:19]=[CH:18][C:17]([O:16][C:15]4[CH:39]=[CH:40][C:12]([F:11])=[CH:13][CH:14]=4)=[CH:22][CH:21]=3)=[O:25])[CH2:30][C@H:29]2[CH2:31][C:32]2[CH:33]=[CH:34][C:35]([CH3:38])=[CH:36][CH:37]=2)=[O:10])[CH:6]=[CH:5][N:4]=[N:3]1, predict the reactants needed to synthesize it. The reactants are: Cl.[N:2]1([CH2:7][C:8]([OH:10])=O)[CH:6]=[CH:5][N:4]=[N:3]1.[F:11][C:12]1[CH:40]=[CH:39][C:15]([O:16][C:17]2[CH:22]=[CH:21][C:20]([NH:23][C:24]([C@@H:26]3[CH2:30][C@@H:29]([CH2:31][C:32]4[CH:37]=[CH:36][C:35]([CH3:38])=[CH:34][CH:33]=4)[CH2:28][NH:27]3)=[O:25])=[CH:19][CH:18]=2)=[CH:14][CH:13]=1. (4) The reactants are: Cl[C:2](=[N:10][N:11]=[C:12](Cl)[C:13]1[CH:18]=[CH:17][CH:16]=[CH:15][CH:14]=1)[C:3]1[CH:8]=[CH:7][CH:6]=[CH:5][C:4]=1[CH3:9].[CH3:20][C:21]1[CH:27]=[CH:26][CH:25]=[C:24]([CH3:28])[C:22]=1[NH2:23].CN(C)C1C=CC=CC=1.Cl. Given the product [CH3:9][C:4]1[CH:5]=[CH:6][CH:7]=[CH:8][C:3]=1[C:2]1[N:23]([C:22]2[C:24]([CH3:28])=[CH:25][CH:26]=[CH:27][C:21]=2[CH3:20])[C:12]([C:13]2[CH:18]=[CH:17][CH:16]=[CH:15][CH:14]=2)=[N:11][N:10]=1, predict the reactants needed to synthesize it. (5) Given the product [C:7]1([CH3:8])[CH:9]=[CH:10][C:4]([S:1]([O:19][CH2:18][CH:16]2[CH2:15][O:14][C:13]([CH3:20])([CH3:12])[O:17]2)(=[O:3])=[O:2])=[CH:5][CH:6]=1, predict the reactants needed to synthesize it. The reactants are: [S:1](Cl)([C:4]1[CH:10]=[CH:9][C:7]([CH3:8])=[CH:6][CH:5]=1)(=[O:3])=[O:2].[CH3:12][C:13]1([CH3:20])[O:17][CH:16]([CH2:18][OH:19])[CH2:15][O:14]1. (6) The reactants are: [C:1](=O)([O:32]C1C=CC([N+]([O-])=O)=CC=1)[O:2][CH2:3][C:4](=[C:13]1[CH2:16][N:15]([CH:17]([C:25]2[CH:30]=[CH:29][C:28]([Cl:31])=[CH:27][CH:26]=2)[C:18]2[CH:23]=[CH:22][C:21]([Cl:24])=[CH:20][CH:19]=2)[CH2:14]1)[C:5]1[CH:10]=[C:9]([F:11])[CH:8]=[C:7]([F:12])[CH:6]=1.[CH:43]([NH2:46])([CH3:45])[CH3:44]. Given the product [CH:43]([NH:46][C:1](=[O:32])[O:2][CH2:3][C:4](=[C:13]1[CH2:16][N:15]([CH:17]([C:18]2[CH:19]=[CH:20][C:21]([Cl:24])=[CH:22][CH:23]=2)[C:25]2[CH:30]=[CH:29][C:28]([Cl:31])=[CH:27][CH:26]=2)[CH2:14]1)[C:5]1[CH:10]=[C:9]([F:11])[CH:8]=[C:7]([F:12])[CH:6]=1)([CH3:45])[CH3:44], predict the reactants needed to synthesize it. (7) Given the product [Cl:37][C:19]1[C:20]([NH:22][C:23]2[CH:28]=[CH:27][C:26]([N:29]3[CH2:30][CH2:31][O:32][CH2:33][CH2:34]3)=[CH:25][C:24]=2[O:35][CH3:36])=[N:21][C:16]([NH:13][C:9]2[C:4]3[O:5][CH2:6][CH2:7][CH2:8][C:2]([CH3:14])([CH3:1])[C:3]=3[CH:12]=[CH:11][CH:10]=2)=[N:17][CH:18]=1, predict the reactants needed to synthesize it. The reactants are: [CH3:1][C:2]1([CH3:14])[CH2:8][CH2:7][CH2:6][O:5][C:4]2[C:9]([NH2:13])=[CH:10][CH:11]=[CH:12][C:3]1=2.Cl[C:16]1[N:21]=[C:20]([NH:22][C:23]2[CH:28]=[CH:27][C:26]([N:29]3[CH2:34][CH2:33][O:32][CH2:31][CH2:30]3)=[CH:25][C:24]=2[O:35][CH3:36])[C:19]([Cl:37])=[CH:18][N:17]=1. (8) The reactants are: [F:1][C:2]1[CH:7]=[CH:6][C:5]([C:8]2[C:12]3[N:13]=[CH:14][NH:15][C:16](=[O:17])[C:11]=3[S:10][CH:9]=2)=[CH:4][CH:3]=1.[O:18]1[C:20]2([CH2:25][CH2:24][N:23]([C:26]([O:28][C:29]([CH3:32])([CH3:31])[CH3:30])=[O:27])[CH2:22][CH2:21]2)[CH2:19]1.C(=O)([O-])[O-].[Cs+].[Cs+]. Given the product [F:1][C:2]1[CH:3]=[CH:4][C:5]([C:8]2[C:12]3[N:13]=[CH:14][N:15]([CH2:19][C:20]4([OH:18])[CH2:21][CH2:22][N:23]([C:26]([O:28][C:29]([CH3:32])([CH3:31])[CH3:30])=[O:27])[CH2:24][CH2:25]4)[C:16](=[O:17])[C:11]=3[S:10][CH:9]=2)=[CH:6][CH:7]=1, predict the reactants needed to synthesize it. (9) Given the product [Cl:27][C:14]1[O:15][C:16]([C:17]2[CH:22]=[CH:21][CH:20]=[C:19]([C:23]([F:26])([F:24])[F:25])[CH:18]=2)=[C:12]([CH3:11])[N:13]=1, predict the reactants needed to synthesize it. The reactants are: [Li+].C[Si]([N-][Si](C)(C)C)(C)C.[CH3:11][C:12]1[N:13]=[CH:14][O:15][C:16]=1[C:17]1[CH:22]=[CH:21][CH:20]=[C:19]([C:23]([F:26])([F:25])[F:24])[CH:18]=1.[Cl:27]C(Cl)(Cl)C(Cl)(Cl)Cl.